Dataset: Forward reaction prediction with 1.9M reactions from USPTO patents (1976-2016). Task: Predict the product of the given reaction. (1) Given the reactants [NH2:1][C:2]1[S:3][CH:4]=[C:5]([CH2:7][C:8]([O:10][CH2:11][CH3:12])=[O:9])[N:6]=1.[C:13]([C:15]1[CH:20]=[CH:19][CH:18]=[CH:17][C:16]=1[S:21](Cl)(=[O:23])=[O:22])#[N:14], predict the reaction product. The product is: [C:13]([C:15]1[CH:20]=[CH:19][CH:18]=[CH:17][C:16]=1[S:21]([NH:1][C:2]1[S:3][CH:4]=[C:5]([CH2:7][C:8]([O:10][CH2:11][CH3:12])=[O:9])[N:6]=1)(=[O:23])=[O:22])#[N:14]. (2) Given the reactants [OH-].[Na+].[NH2:3][C:4]([NH:6][CH2:7][CH2:8][O:9][C:10]1[CH:15]=[CH:14][C:13]([C:16]2[N:20]([C:21]3[CH:26]=[CH:25][C:24]([O:27][CH3:28])=[CH:23][CH:22]=3)[N:19]=[C:18]([C:29]([O:31]CC)=[O:30])[CH:17]=2)=[CH:12][CH:11]=1)=[O:5], predict the reaction product. The product is: [NH2:3][C:4]([NH:6][CH2:7][CH2:8][O:9][C:10]1[CH:15]=[CH:14][C:13]([C:16]2[N:20]([C:21]3[CH:26]=[CH:25][C:24]([O:27][CH3:28])=[CH:23][CH:22]=3)[N:19]=[C:18]([C:29]([OH:31])=[O:30])[CH:17]=2)=[CH:12][CH:11]=1)=[O:5]. (3) Given the reactants [Br:1][C:2]1[CH:3]=[C:4]([N+:16]([O-])=O)[C:5]([C:8]2[CH:13]=[CH:12][C:11]([O:14][CH3:15])=[CH:10][CH:9]=2)=[N:6][CH:7]=1.O.O.[Sn](Cl)Cl, predict the reaction product. The product is: [Br:1][C:2]1[CH:3]=[C:4]([NH2:16])[C:5]([C:8]2[CH:9]=[CH:10][C:11]([O:14][CH3:15])=[CH:12][CH:13]=2)=[N:6][CH:7]=1.